This data is from Full USPTO retrosynthesis dataset with 1.9M reactions from patents (1976-2016). The task is: Predict the reactants needed to synthesize the given product. (1) Given the product [CH3:1][C:2]1[C:10]2[C:6](=[CH:7][N:8]([CH2:32][O:31][CH2:30][CH2:29][Si:28]([CH3:35])([CH3:34])[CH3:27])[N:9]=2)[CH:5]=[C:4]([CH:11]=[O:12])[CH:3]=1, predict the reactants needed to synthesize it. The reactants are: [CH3:1][C:2]1[CH:3]=[C:4]([CH:11]=[O:12])[CH:5]=[C:6]2[C:10]=1[NH:9][N:8]=[CH:7]2.CN(C1CCCCC1)C1CCCCC1.[CH3:27][Si:28]([CH3:35])([CH3:34])[CH2:29][CH2:30][O:31][CH2:32]Cl. (2) Given the product [CH2:5]([C:12]1[CH:39]=[C:38]([Cl:40])[CH:37]=[CH:36][C:13]=1[O:14][CH2:15][CH2:16][CH2:17][N:18]([CH2:2][C:3]#[N:4])[CH:19]([C:20]1[CH:25]=[CH:24][C:23]([O:26][CH3:27])=[CH:22][CH:21]=1)[C:28]1[CH:29]=[CH:30][C:31]([O:34][CH3:35])=[CH:32][CH:33]=1)[C:6]1[CH:11]=[CH:10][CH:9]=[CH:8][CH:7]=1, predict the reactants needed to synthesize it. The reactants are: Br[CH2:2][C:3]#[N:4].[CH2:5]([C:12]1[CH:39]=[C:38]([Cl:40])[CH:37]=[CH:36][C:13]=1[O:14][CH2:15][CH2:16][CH2:17][NH:18][CH:19]([C:28]1[CH:33]=[CH:32][C:31]([O:34][CH3:35])=[CH:30][CH:29]=1)[C:20]1[CH:25]=[CH:24][C:23]([O:26][CH3:27])=[CH:22][CH:21]=1)[C:6]1[CH:11]=[CH:10][CH:9]=[CH:8][CH:7]=1.C(N(C(C)C)CC)(C)C.C([O-])(O)=O.[Na+]. (3) Given the product [F:1][C:2]1[CH:7]=[CH:6][C:5]([CH2:8][C:9]2[CH:18]=[C:17]3[C:12]([C:13]([OH:40])=[C:14]([C:35]([NH:41][CH2:42][CH2:43][OH:44])=[O:36])[C:15](=[O:34])[N:16]3[CH2:19][CH2:20][CH2:21][N:22]([CH3:33])[C:23](=[O:24])[O:25][CH2:26][C:27]3[CH:28]=[CH:29][CH:30]=[CH:31][CH:32]=3)=[N:11][CH:10]=2)=[CH:4][CH:3]=1, predict the reactants needed to synthesize it. The reactants are: [F:1][C:2]1[CH:7]=[CH:6][C:5]([CH2:8][C:9]2[CH:18]=[C:17]3[C:12]([C:13]([OH:40])=[C:14]([C:35](OCC)=[O:36])[C:15](=[O:34])[N:16]3[CH2:19][CH2:20][CH2:21][N:22]([CH3:33])[C:23]([O:25][CH2:26][C:27]3[CH:32]=[CH:31][CH:30]=[CH:29][CH:28]=3)=[O:24])=[N:11][CH:10]=2)=[CH:4][CH:3]=1.[NH2:41][CH2:42][CH2:43][OH:44]. (4) Given the product [CH3:3][C:2]([CH3:14])([O:4][C:5]([N:7]1[CH:11]=[CH:10][CH:9]=[C:8]1[CH:12]([C:24]1[CH:23]=[CH:22][CH:21]=[C:20]([NH2:19])[CH:25]=1)[OH:13])=[O:6])[CH3:1], predict the reactants needed to synthesize it. The reactants are: [CH3:1][C:2]([CH3:14])([O:4][C:5]([N:7]1[CH:11]=[CH:10][CH:9]=[C:8]1[CH:12]=[O:13])=[O:6])[CH3:3].C[Si]([N:19]([Si](C)(C)C)[C:20]1[CH:21]=[C:22]([Mg]Cl)[CH:23]=[CH:24][CH:25]=1)(C)C. (5) Given the product [F:15][C:9]1[CH:8]=[C:7]([N:5]2[CH:6]=[C:2]([C:16]#[N:17])[CH:3]=[N:4]2)[CH:12]=[CH:11][C:10]=1[O:13][CH3:14], predict the reactants needed to synthesize it. The reactants are: Br[C:2]1[CH:3]=[N:4][N:5]([C:7]2[CH:12]=[CH:11][C:10]([O:13][CH3:14])=[C:9]([F:15])[CH:8]=2)[CH:6]=1.[C:16]([Zn]C#N)#[N:17].